This data is from Forward reaction prediction with 1.9M reactions from USPTO patents (1976-2016). The task is: Predict the product of the given reaction. (1) The product is: [CH3:1][N:2]([CH3:23])[CH:3]1[CH2:7][CH2:6][N:5]([C:8]2[CH:9]=[CH:10][C:11]([NH:14][C:15]([CH:17]3[CH2:22][CH2:21][N:20]([C:25]4[CH:32]=[CH:31][C:30]([Cl:33])=[CH:29][C:26]=4[C:27]#[N:28])[CH2:19][CH2:18]3)=[O:16])=[CH:12][CH:13]=2)[CH2:4]1. Given the reactants [CH3:1][N:2]([CH3:23])[CH:3]1[CH2:7][CH2:6][N:5]([C:8]2[CH:13]=[CH:12][C:11]([NH:14][C:15]([CH:17]3[CH2:22][CH2:21][NH:20][CH2:19][CH2:18]3)=[O:16])=[CH:10][CH:9]=2)[CH2:4]1.Cl[C:25]1[CH:32]=[CH:31][C:30]([Cl:33])=[CH:29][C:26]=1[C:27]#[N:28], predict the reaction product. (2) The product is: [CH3:15][C@H:4]1[C@H:3]([CH3:16])[C@@H:2]([NH:1][C:18]2[CH:19]=[C:20]([CH3:24])[CH:21]=[CH:22][CH:23]=2)[C:11]2[C:6](=[CH:7][CH:8]=[CH:9][CH:10]=2)[N:5]1[C:12](=[O:14])[CH3:13]. Given the reactants [NH2:1][C@H:2]1[C:11]2[C:6](=[CH:7][CH:8]=[CH:9][CH:10]=2)[N:5]([C:12](=[O:14])[CH3:13])[C@@H:4]([CH3:15])[C@@H:3]1[CH3:16].Br[C:18]1[CH:23]=[CH:22][CH:21]=[C:20]([CH3:24])[CH:19]=1.CN(C1C(C2C(P(C3CCCCC3)C3CCCCC3)=CC=CC=2)=CC=CC=1)C.CC(C)([O-])C.[Na+], predict the reaction product. (3) Given the reactants [N+:1]([C:4]1[CH:15]=[CH:14][CH:13]=[CH:12][C:5]=1[O:6][CH:7]1[CH2:11][CH2:10][O:9][CH2:8]1)([O-])=O, predict the reaction product. The product is: [O:9]1[CH2:10][CH2:11][CH:7]([O:6][C:5]2[CH:12]=[CH:13][CH:14]=[CH:15][C:4]=2[NH2:1])[CH2:8]1. (4) Given the reactants [Br:1][C:2]1[CH:3]=[C:4]([OH:10])[C:5]([O:8][CH3:9])=[CH:6][CH:7]=1.[C:11]([O-])([O-])=O.[Cs+].[Cs+].BrC[CH2:19][O:20][CH3:21], predict the reaction product. The product is: [Br:1][C:2]1[CH:7]=[CH:6][C:5]([O:8][CH2:9][CH2:19][O:20][CH3:21])=[C:4]([O:10][CH3:11])[CH:3]=1.